Task: Predict the product of the given reaction.. Dataset: Forward reaction prediction with 1.9M reactions from USPTO patents (1976-2016) (1) Given the reactants [ClH:1].O1CCOCC1.[N:8]1[CH:13]=[CH:12][CH:11]=[C:10]([O:14][CH2:15][CH:16]2[CH2:21][N:20](C(OC(C)(C)C)=O)[CH2:19][CH2:18][N:17]2[C:29]([O:31][CH:32]2[CH2:37][CH2:36][N:35]([C:38]([O:40][CH2:41][C:42]3[CH:47]=[CH:46][CH:45]=[CH:44][CH:43]=3)=[O:39])[CH2:34][CH2:33]2)=[O:30])[CH:9]=1, predict the reaction product. The product is: [ClH:1].[ClH:1].[N:8]1[CH:13]=[CH:12][CH:11]=[C:10]([O:14][CH2:15][CH:16]2[CH2:21][NH:20][CH2:19][CH2:18][N:17]2[C:29]([O:31][CH:32]2[CH2:37][CH2:36][N:35]([C:38]([O:40][CH2:41][C:42]3[CH:47]=[CH:46][CH:45]=[CH:44][CH:43]=3)=[O:39])[CH2:34][CH2:33]2)=[O:30])[CH:9]=1. (2) Given the reactants Cl[CH2:2][CH2:3][CH2:4][CH2:5][CH2:6][CH2:7][C:8]#[C:9][CH2:10][CH2:11][CH2:12][CH3:13].[I-:14].[Na+].[N:16]1[CH:21]=[CH:20][C:19]([CH3:22])=[C:18]([CH3:23])[CH:17]=1, predict the reaction product. The product is: [I-:14].[CH2:2]([N+:16]1[CH:21]=[CH:20][C:19]([CH3:22])=[C:18]([CH3:23])[CH:17]=1)[CH2:3][CH2:4][CH2:5][CH2:6][CH2:7][C:8]#[C:9][CH2:10][CH2:11][CH2:12][CH3:13]. (3) The product is: [C:1]([O:5][C:6](=[O:7])[N:8]([CH2:24][C:25]1[CH:30]=[CH:29][C:28]([C:40]2[CH:39]=[CH:38][C:37]([N:42]3[CH2:46][CH:45]([CH2:47][N:48]4[CH:52]=[C:51]([Si:53]([CH3:54])([CH3:56])[CH3:55])[N:50]=[N:49]4)[O:44][C:43]3=[O:57])=[CH:36][C:35]=2[F:34])=[CH:27][CH:26]=1)[CH2:9][C:10]1[N:11]=[N:12][N:13]([CH2:15][C:16]2[CH:21]=[CH:20][C:19]([O:22][CH3:23])=[CH:18][CH:17]=2)[CH:14]=1)([CH3:4])([CH3:3])[CH3:2]. Given the reactants [C:1]([O:5][C:6]([N:8]([CH2:24][C:25]1[CH:30]=[CH:29][C:28](B(O)O)=[CH:27][CH:26]=1)[CH2:9][C:10]1[N:11]=[N:12][N:13]([CH2:15][C:16]2[CH:21]=[CH:20][C:19]([O:22][CH3:23])=[CH:18][CH:17]=2)[CH:14]=1)=[O:7])([CH3:4])([CH3:3])[CH3:2].[F:34][C:35]1[CH:36]=[C:37]([N:42]2[CH2:46][C@H:45]([CH2:47][N:48]3[CH:52]=[C:51]([Si:53]([CH3:56])([CH3:55])[CH3:54])[N:50]=[N:49]3)[O:44][C:43]2=[O:57])[CH:38]=[CH:39][C:40]=1I.C([O-])([O-])=O.[K+].[K+].CCO, predict the reaction product. (4) Given the reactants [NH2:1][C:2]1[N:7]=[CH:6][C:5]([C:8]2[CH:32]=[CH:31][C:11]3[N:12]([C:27]([CH3:30])([CH3:29])[CH3:28])[C:13]([C:15]4[CH:20]=[CH:19][C:18]([OH:21])=[CH:17][C:16]=4[N:22]4[CH:26]=[N:25][CH:24]=[N:23]4)=[N:14][C:10]=3[CH:9]=2)=[CH:4][N:3]=1.C(=O)([O-])[O-].[Cs+].[Cs+].Cl[CH2:40][C:41]([CH3:48])([CH3:47])[C:42]([O:44][CH2:45][CH3:46])=[O:43], predict the reaction product. The product is: [CH2:45]([O:44][C:42](=[O:43])[C:41]([CH3:48])([CH3:47])[CH2:40][O:21][C:18]1[CH:19]=[CH:20][C:15]([C:13]2[N:12]([C:27]([CH3:29])([CH3:28])[CH3:30])[C:11]3[CH:31]=[CH:32][C:8]([C:5]4[CH:4]=[N:3][C:2]([NH2:1])=[N:7][CH:6]=4)=[CH:9][C:10]=3[N:14]=2)=[C:16]([N:22]2[CH:26]=[N:25][CH:24]=[N:23]2)[CH:17]=1)[CH3:46]. (5) Given the reactants [OH:1][C:2]1[CH:3]=[C:4]([S:21]([N:24](CC2C=CC(OC)=CC=2)[C:25]2[S:26][CH:27]=[CH:28][N:29]=2)(=[O:23])=[O:22])[CH:5]=[CH:6][C:7]=1[NH:8][C:9]1[CH:14]=[CH:13][C:12]([C:15]([F:18])([F:17])[F:16])=[CH:11][C:10]=1[O:19][CH3:20].Cl[CH:40]([CH3:44])[C:41](Cl)=[O:42].ClCC(Cl)=O, predict the reaction product. The product is: [CH3:20][O:19][C:10]1[CH:11]=[C:12]([C:15]([F:17])([F:18])[F:16])[CH:13]=[CH:14][C:9]=1[N:8]1[C:41](=[O:42])[CH:40]([CH3:44])[O:1][C:2]2[CH:3]=[C:4]([S:21]([NH:24][C:25]3[S:26][CH:27]=[CH:28][N:29]=3)(=[O:23])=[O:22])[CH:5]=[CH:6][C:7]1=2. (6) Given the reactants C(OC([N:8]1[CH2:13][CH2:12][CH:11]([C:14]2[CH:19]=[CH:18][C:17]([NH:20][C:21]3[N:37]=[C:24]4[C:25]([C:29]5[CH:34]=[CH:33][CH:32]=[C:31]([O:35][CH3:36])[CH:30]=5)=[CH:26][CH:27]=[CH:28][N:23]4[N:22]=3)=[CH:16][CH:15]=2)[CH2:10][CH2:9]1)=O)(C)(C)C.FC(F)(F)C(O)=O, predict the reaction product. The product is: [CH3:36][O:35][C:31]1[CH:30]=[C:29]([C:25]2[C:24]3[N:23]([N:22]=[C:21]([NH:20][C:17]4[CH:18]=[CH:19][C:14]([CH:11]5[CH2:12][CH2:13][NH:8][CH2:9][CH2:10]5)=[CH:15][CH:16]=4)[N:37]=3)[CH:28]=[CH:27][CH:26]=2)[CH:34]=[CH:33][CH:32]=1.